Dataset: Forward reaction prediction with 1.9M reactions from USPTO patents (1976-2016). Task: Predict the product of the given reaction. (1) Given the reactants [CH2:1]([C@@:5]1([CH2:31][CH3:32])[NH:11][C@H:10]([C:12]2[CH:17]=[CH:16][CH:15]=[CH:14][CH:13]=2)[C:9]2[CH:18]=[C:19]([O:27][CH3:28])[C:20]([CH2:22][CH2:23][C:24](O)=[O:25])=[CH:21][C:8]=2[S:7](=[O:30])(=[O:29])[CH2:6]1)[CH2:2][CH2:3][CH3:4].C(Cl)CCl.[NH:37]([CH2:44][C:45]([O:47][CH2:48][CH3:49])=[O:46])[CH2:38][C:39]([O:41][CH2:42][CH3:43])=[O:40], predict the reaction product. The product is: [CH2:1]([C@@:5]1([CH2:31][CH3:32])[NH:11][C@H:10]([C:12]2[CH:17]=[CH:16][CH:15]=[CH:14][CH:13]=2)[C:9]2[CH:18]=[C:19]([O:27][CH3:28])[C:20]([CH2:22][CH2:23][C:24]([N:37]([CH2:38][C:39]([O:41][CH2:42][CH3:43])=[O:40])[CH2:44][C:45]([O:47][CH2:48][CH3:49])=[O:46])=[O:25])=[CH:21][C:8]=2[S:7](=[O:29])(=[O:30])[CH2:6]1)[CH2:2][CH2:3][CH3:4]. (2) Given the reactants [NH2:1][C:2]1[CH:7]=[CH:6][CH:5]=[CH:4][C:3]=1[C:8](=[O:15])[CH2:9][CH2:10][Si:11]([CH3:14])([CH3:13])[CH3:12].[ClH:16].C(OCC)C, predict the reaction product. The product is: [ClH:16].[NH2:1][C:2]1[CH:7]=[CH:6][CH:5]=[CH:4][C:3]=1[C:8](=[O:15])[CH2:9][CH2:10][Si:11]([CH3:14])([CH3:13])[CH3:12]. (3) The product is: [F:11][C:9]([F:10])([F:12])[C:7]1[CH:6]=[C:5]([C:13]([CH3:51])([CH3:50])[C:14]([N:16]([C:18]2[CH:19]=[N:20][C:21]([N:31]3[C@H:40]([CH2:41][OH:42])[CH2:39][N:38]4[C@H:33]([CH2:34][O:35][CH2:36][CH2:37]4)[CH2:32]3)=[CH:22][C:23]=2[C:24]2[CH:25]=[N:26][CH:27]=[CH:28][C:29]=2[CH3:30])[CH3:17])=[O:15])[CH:4]=[C:3]([C:2]([F:1])([F:53])[F:52])[CH:8]=1. Given the reactants [F:1][C:2]([F:53])([F:52])[C:3]1[CH:4]=[C:5]([C:13]([CH3:51])([CH3:50])[C:14]([N:16]([C:18]2[CH:19]=[N:20][C:21]([N:31]3[C@H:40]([CH2:41][O:42][Si](C(C)(C)C)(C)C)[CH2:39][N:38]4[C@H:33]([CH2:34][O:35][CH2:36][CH2:37]4)[CH2:32]3)=[CH:22][C:23]=2[C:24]2[CH:25]=[N:26][CH:27]=[CH:28][C:29]=2[CH3:30])[CH3:17])=[O:15])[CH:6]=[C:7]([C:9]([F:12])([F:11])[F:10])[CH:8]=1.Cl, predict the reaction product. (4) Given the reactants C([O:3][C:4](=[O:23])[C:5]([CH2:15][C:16]1[CH:21]=[CH:20][C:19](O)=[CH:18][CH:17]=1)([O:8][C:9]1[CH:14]=[CH:13][CH:12]=[CH:11][CH:10]=1)[CH2:6][CH3:7])C.[CH3:24][C:25]1[O:29][C:28]([C:30]2([CH3:36])[CH2:35][CH2:34][CH2:33][CH2:32][CH2:31]2)=[N:27][C:26]=1[CH2:37][CH2:38][O:39]S(C1C=CC(C)=CC=1)(=O)=O, predict the reaction product. The product is: [CH3:24][C:25]1[O:29][C:28]([C:30]2([CH3:36])[CH2:31][CH2:32][CH2:33][CH2:34][CH2:35]2)=[N:27][C:26]=1[CH2:37][CH2:38][O:39][C:19]1[CH:20]=[CH:21][C:16]([CH2:15][C:5]([O:8][C:9]2[CH:14]=[CH:13][CH:12]=[CH:11][CH:10]=2)([CH2:6][CH3:7])[C:4]([OH:23])=[O:3])=[CH:17][CH:18]=1. (5) Given the reactants C(OC(=O)[NH:7][C:8]1[CH:13]=[CH:12][C:11]([CH2:14][N:15]2[CH2:20][CH2:19][N:18]([CH2:21][CH3:22])[CH2:17][CH2:16]2)=[CH:10][N:9]=1)(C)(C)C.[ClH:24], predict the reaction product. The product is: [ClH:24].[CH2:21]([N:18]1[CH2:17][CH2:16][N:15]([CH2:14][C:11]2[CH:12]=[CH:13][C:8]([NH2:7])=[N:9][CH:10]=2)[CH2:20][CH2:19]1)[CH3:22]. (6) Given the reactants Br[C:2]1[C:7]([F:8])=[C:6]([N+:9]([O-:11])=[O:10])[CH:5]=[CH:4][C:3]=1[F:12].[CH2:13](C([SnH3])=C(CCCC)CCCC)[CH2:14]CC, predict the reaction product. The product is: [F:12][C:3]1[CH:4]=[CH:5][C:6]([N+:9]([O-:11])=[O:10])=[C:7]([F:8])[C:2]=1[CH:13]=[CH2:14].